This data is from Catalyst prediction with 721,799 reactions and 888 catalyst types from USPTO. The task is: Predict which catalyst facilitates the given reaction. (1) Reactant: [C:1]([C:3]1[CH:4]=[C:5]([S:10]([N:13]([CH2:19][C:20]2[CH:25]=[CH:24][C:23]([O:26][CH3:27])=[CH:22][C:21]=2[O:28][CH3:29])[C:14]2[S:18][N:17]=[CH:16][N:15]=2)(=[O:12])=[O:11])[CH:6]=[CH:7][C:8]=1F)#[N:2].[C:30]([N:34]1[C:38]([NH:39][C:40](=[O:45])[C:41]([F:44])([F:43])[F:42])=[C:37]([C:46]2[CH:51]=[C:50]([Cl:52])[CH:49]=[CH:48][C:47]=2[OH:53])[CH:36]=[N:35]1)([CH3:33])([CH3:32])[CH3:31].C(=O)([O-])[O-].[K+].[K+]. Product: [C:30]([N:34]1[C:38]([NH:39][C:40](=[O:45])[C:41]([F:44])([F:43])[F:42])=[C:37]([C:46]2[CH:51]=[C:50]([Cl:52])[CH:49]=[CH:48][C:47]=2[O:53][C:8]2[CH:7]=[CH:6][C:5]([S:10]([N:13]([CH2:19][C:20]3[CH:25]=[CH:24][C:23]([O:26][CH3:27])=[CH:22][C:21]=3[O:28][CH3:29])[C:14]3[S:18][N:17]=[CH:16][N:15]=3)(=[O:11])=[O:12])=[CH:4][C:3]=2[C:1]#[N:2])[CH:36]=[N:35]1)([CH3:33])([CH3:31])[CH3:32]. The catalyst class is: 16. (2) Reactant: Cl[C:2]1[CH:3]2[C:10]([I:11])=[CH:9][N:8]([CH2:12][CH2:13][C:14]([O:16][C:17]([CH3:20])([CH3:19])[CH3:18])=[O:15])[CH:4]2[N:5]=[CH:6][N:7]=1.[CH3:21][NH2:22]. Product: [I:11][C:10]1[CH:3]2[CH:4]([N:5]=[CH:6][N:7]=[C:2]2[NH:22][CH3:21])[N:8]([CH2:12][CH2:13][C:14]([O:16][C:17]([CH3:20])([CH3:19])[CH3:18])=[O:15])[CH:9]=1. The catalyst class is: 1.